From a dataset of Reaction yield outcomes from USPTO patents with 853,638 reactions. Predict the reaction yield, written as a fraction of the theoretical maximum amount of product (1.0 means a 100% yield; for example, 0.34 means a 34% yield). (1) The reactants are [CH3:1][CH:2]1[CH2:6][CH2:5][CH2:4][N:3]1[C:7]1[N:12]=[C:11]([NH:13][C:14]2[C:15]3[N:16]([CH:28]=[CH:29][N:30]=3)[N:17]=[C:18]([C:20]3[CH:21]=[C:22]([CH:25]=[CH:26][CH:27]=3)[CH:23]=O)[CH:19]=2)[CH:10]=[CH:9][CH:8]=1.[NH:31]1[CH2:35][CH2:34][CH2:33][CH2:32]1.C(O[BH-](OC(=O)C)OC(=O)C)(=O)C.[Na+].CC(O)=O. The catalyst is ClCCCl. The product is [CH3:1][CH:2]1[CH2:6][CH2:5][CH2:4][N:3]1[C:7]1[N:12]=[C:11]([NH:13][C:14]2[C:15]3[N:16]([CH:28]=[CH:29][N:30]=3)[N:17]=[C:18]([C:20]3[CH:27]=[CH:26][CH:25]=[C:22]([CH2:23][N:31]4[CH2:35][CH2:34][CH2:33][CH2:32]4)[CH:21]=3)[CH:19]=2)[CH:10]=[CH:9][CH:8]=1. The yield is 0.230. (2) The reactants are [C:1]([O:4][CH2:5][C:6]1[C:7]([S:22]([CH3:25])(=[O:24])=[O:23])=[CH:8][C:9]2[N:13]3[CH2:14][CH2:15][NH:16][C@H:17]([CH:18]([CH3:20])[CH3:19])[C:12]3=[N:11][C:10]=2[CH:21]=1)(=[O:3])[CH3:2].Cl[C:27]1[N:32]=[C:31]([C:33]([F:36])([F:35])[F:34])[C:30]([C:37](=[O:39])[CH3:38])=[CH:29][N:28]=1.CCN(C(C)C)C(C)C.O. The catalyst is CC(O)C.C(Cl)Cl. The product is [C:1]([O:4][CH2:5][C:6]1[C:7]([S:22]([CH3:25])(=[O:23])=[O:24])=[CH:8][C:9]2[N:13]3[CH2:14][CH2:15][N:16]([C:27]4[N:32]=[C:31]([C:33]([F:34])([F:35])[F:36])[C:30]([C:37](=[O:39])[CH3:38])=[CH:29][N:28]=4)[C@H:17]([CH:18]([CH3:19])[CH3:20])[C:12]3=[N:11][C:10]=2[CH:21]=1)(=[O:3])[CH3:2]. The yield is 0.444. (3) The reactants are C([NH:6][C:7]1[CH:12]=[CH:11][C:10]([N+:13]([O-:15])=[O:14])=[CH:9][C:8]=1[C:16]#[C:17][C:18]([CH3:24])([CH3:23])[C:19]([O:21][CH3:22])=[O:20])(=O)CCC. The catalyst is C(#N)C. The yield is 0.230. The product is [CH3:23][C:18]([C:17]1[NH:6][C:7]2[C:8]([CH:16]=1)=[CH:9][C:10]([N+:13]([O-:15])=[O:14])=[CH:11][CH:12]=2)([CH3:24])[C:19]([O:21][CH3:22])=[O:20].